This data is from NCI-60 drug combinations with 297,098 pairs across 59 cell lines. The task is: Regression. Given two drug SMILES strings and cell line genomic features, predict the synergy score measuring deviation from expected non-interaction effect. (1) Drug 1: CC1C(C(CC(O1)OC2CC(CC3=C2C(=C4C(=C3O)C(=O)C5=C(C4=O)C(=CC=C5)OC)O)(C(=O)C)O)N)O.Cl. Drug 2: CN1C2=C(C=C(C=C2)N(CCCl)CCCl)N=C1CCCC(=O)O.Cl. Cell line: MOLT-4. Synergy scores: CSS=78.6, Synergy_ZIP=7.44, Synergy_Bliss=5.68, Synergy_Loewe=-6.09, Synergy_HSA=7.67. (2) Drug 1: CC(C1=C(C=CC(=C1Cl)F)Cl)OC2=C(N=CC(=C2)C3=CN(N=C3)C4CCNCC4)N. Drug 2: C1=NC2=C(N=C(N=C2N1C3C(C(C(O3)CO)O)O)F)N. Cell line: MDA-MB-435. Synergy scores: CSS=5.08, Synergy_ZIP=-4.80, Synergy_Bliss=-6.59, Synergy_Loewe=-9.91, Synergy_HSA=-9.22.